The task is: Predict the product of the given reaction.. This data is from Forward reaction prediction with 1.9M reactions from USPTO patents (1976-2016). (1) The product is: [C:29]([O:33][C:34]([N:36]1[CH2:42][CH2:41][C:40]2[C:43]([S:48][CH2:4][CH2:3][CH2:2][C:1]([OH:8])=[O:7])=[C:44]([Cl:47])[CH:45]=[CH:46][C:39]=2[CH2:38][CH2:37]1)=[O:35])([CH3:32])([CH3:30])[CH3:31]. Given the reactants [C:1]([OH:8])(=[O:7])[CH2:2][CH2:3][C:4](O)=O.ClC1C=CC2CCNCCC=2C=1SCCCC(=O)NC.[C:29]([O:33][C:34]([N:36]1[CH2:42][CH2:41][C:40]2[C:43]([S:48]CCCC(=O)NC)=[C:44]([Cl:47])[CH:45]=[CH:46][C:39]=2[CH2:38][CH2:37]1)=[O:35])([CH3:32])([CH3:31])[CH3:30].C(O)(C(F)(F)F)=O, predict the reaction product. (2) Given the reactants C([N:4]1[C:12]2[C:7](=[CH:8][CH:9]=[C:10](Br)[CH:11]=2)[CH:6]=[N:5]1)(=O)C.[CH:14]1([CH2:17][NH:18][C:19](=[O:35])[C:20]2[CH:25]=[CH:24][CH:23]=[C:22](B3OC(C)(C)C(C)(C)O3)[CH:21]=2)[CH2:16]C1.[C:36](=O)([O-])[O-].[Na+].[Na+].Cl, predict the reaction product. The product is: [CH:17]1([NH:18][C:19](=[O:35])[C:20]2[CH:21]=[CH:22][C:23]([CH3:36])=[C:24]([C:10]3[CH:11]=[C:12]4[C:7]([CH:6]=[N:5][NH:4]4)=[CH:8][CH:9]=3)[CH:25]=2)[CH2:14][CH2:16]1.